Predict the product of the given reaction. From a dataset of Forward reaction prediction with 1.9M reactions from USPTO patents (1976-2016). (1) Given the reactants [C:1]1([O:7][C:8]2[CH:13]=[CH:12][C:11]([CH2:14]O)=[C:10]([C:16]([F:19])([F:18])[F:17])[CH:9]=2)[CH:6]=[CH:5][CH:4]=[CH:3][CH:2]=1.P(Br)(Br)[Br:21].C(=O)(O)[O-].[Na+], predict the reaction product. The product is: [C:1]1([O:7][C:8]2[CH:13]=[CH:12][C:11]([CH2:14][Br:21])=[C:10]([C:16]([F:19])([F:18])[F:17])[CH:9]=2)[CH:6]=[CH:5][CH:4]=[CH:3][CH:2]=1. (2) Given the reactants [F:1][C:2]1[CH:7]=[CH:6][C:5]([C:8](=[O:17])[CH2:9][C:10]2[CH:15]=[CH:14][N:13]=[C:12]([F:16])[CH:11]=2)=[CH:4][CH:3]=1.ClC1C=C(C(=[N:35][OH:36])C(C2C=CC(F)=CC=2)=O)C=CN=1, predict the reaction product. The product is: [F:16][C:12]1[CH:11]=[C:10]([C:9](=[N:35][OH:36])[C:8]([C:5]2[CH:4]=[CH:3][C:2]([F:1])=[CH:7][CH:6]=2)=[O:17])[CH:15]=[CH:14][N:13]=1. (3) Given the reactants [N:1]1([C:7]2[C:16]3[C:11](=[CH:12][CH:13]=[CH:14][CH:15]=3)[N:10]=[CH:9][CH:8]=2)[CH2:6][CH2:5][NH:4][CH2:3][CH2:2]1.[Br:17][CH:18]([CH3:24])/[CH:19]=[CH:20]/[C:21](Cl)=[O:22], predict the reaction product. The product is: [Br:17][CH:18]([CH3:24])/[CH:19]=[CH:20]/[C:21]([N:4]1[CH2:5][CH2:6][N:1]([C:7]2[C:16]3[C:11](=[CH:12][CH:13]=[CH:14][CH:15]=3)[N:10]=[CH:9][CH:8]=2)[CH2:2][CH2:3]1)=[O:22]. (4) Given the reactants [NH2:1][C:2]1[C:11]([N+:12]([O-])=O)=[CH:10][CH:9]=[CH:8][C:3]=1[C:4]([O:6][CH3:7])=[O:5].[H][H], predict the reaction product. The product is: [NH2:1][C:2]1[C:11]([NH2:12])=[CH:10][CH:9]=[CH:8][C:3]=1[C:4]([O:6][CH3:7])=[O:5].